From a dataset of Retrosynthesis with 50K atom-mapped reactions and 10 reaction types from USPTO. Predict the reactants needed to synthesize the given product. (1) Given the product O=C(O)c1nc(CC2(c3cccc(Cl)c3)CCCC2)nc(O)c1OCc1ccccc1, predict the reactants needed to synthesize it. The reactants are: CC(C)(C)OC(=O)c1nc(CC2(c3cccc(Cl)c3)CCCC2)nc(O)c1OCc1ccccc1. (2) Given the product Cc1cc(NC(=O)Cc2cccc(C(F)(F)F)c2)ccc1Oc1ncccc1-c1ccncn1, predict the reactants needed to synthesize it. The reactants are: Cc1cc(N)ccc1Oc1ncccc1-c1ccncn1.O=C(O)Cc1cccc(C(F)(F)F)c1. (3) Given the product CC(C)(C)OC(=O)N1C[C@H](F)[C@H](N2C(=O)SC(=Cc3ccc4c(cnn4Cc4ccc(Cl)cc4C(F)(F)F)c3)C2=O)C1, predict the reactants needed to synthesize it. The reactants are: CC(C)(C)OC(=O)N1C[C@@H](O)[C@H](F)C1.O=C1NC(=O)C(=Cc2ccc3c(cnn3Cc3ccc(Cl)cc3C(F)(F)F)c2)S1.